Dataset: Reaction yield outcomes from USPTO patents with 853,638 reactions. Task: Predict the reaction yield, written as a fraction of the theoretical maximum amount of product (1.0 means a 100% yield; for example, 0.34 means a 34% yield). (1) The reactants are [C:1]1([C:7](=O)[CH2:8][C:9]2[CH:14]=[CH:13][CH:12]=[CH:11][CH:10]=2)[CH:6]=[CH:5][CH:4]=[CH:3][CH:2]=1.[Br:16][C:17]1[CH:18]=[CH:19][C:20]([NH:23]N)=[N:21][CH:22]=1. No catalyst specified. The product is [Br:16][C:17]1[CH:18]=[C:19]2[C:7]([C:1]3[CH:6]=[CH:5][CH:4]=[CH:3][CH:2]=3)=[C:8]([C:9]3[CH:14]=[CH:13][CH:12]=[CH:11][CH:10]=3)[NH:23][C:20]2=[N:21][CH:22]=1. The yield is 0.370. (2) The reactants are [C:1](O)([CH3:4])([CH3:3])[CH3:2].[OH:6][C:7]1[CH:15]=[C:14]([OH:16])[CH:13]=[CH:12][C:8]=1[C:9]([OH:11])=[O:10].FC(F)(F)C(O)=O.S(=O)(=O)(O)O. The catalyst is CCCCCC. The product is [C:1]([C:13]1[C:14]([OH:16])=[CH:15][C:7]([OH:6])=[C:8]([CH:12]=1)[C:9]([OH:11])=[O:10])([CH3:4])([CH3:3])[CH3:2]. The yield is 0.680. (3) The reactants are [Cl:1][C:2]1[C:3]([F:12])=[CH:4][C:5]([F:11])=[C:6]([CH:10]=1)[C:7](O)=[O:8].Cl.C(N=C=NCCCN(C)C)C.[CH3:25][N:26]([CH3:31])[S:27]([NH2:30])(=[O:29])=[O:28]. The catalyst is ClCCl.CN(C)C1C=CN=CC=1. The product is [Cl:1][C:2]1[C:3]([F:12])=[CH:4][C:5]([F:11])=[C:6]([CH:10]=1)[C:7]([NH:30][S:27](=[O:29])(=[O:28])[N:26]([CH3:31])[CH3:25])=[O:8]. The yield is 0.220. (4) The reactants are [C:1]([O:5][C:6](=[O:20])[C:7]1[CH:12]=[CH:11][CH:10]=[C:9]([C:13]2[C:18]([CH3:19])=[CH:17][CH:16]=[CH:15][N:14]=2)[CH:8]=1)([CH3:4])([CH3:3])[CH3:2].NC(N)=[O:23].OO.C1(=O)OC(=O)C2=CC=CC=C12.[O-]S([O-])=O.[Na+].[Na+].C([O-])([O-])=O.[Na+].[Na+]. The catalyst is CCOC(C)=O.O. The product is [C:1]([O:5][C:6]([C:7]1[CH:8]=[C:9]([C:13]2[C:18]([CH3:19])=[CH:17][CH:16]=[CH:15][N+:14]=2[O-:23])[CH:10]=[CH:11][CH:12]=1)=[O:20])([CH3:4])([CH3:3])[CH3:2]. The yield is 0.950.